Task: Predict the reactants needed to synthesize the given product.. Dataset: Full USPTO retrosynthesis dataset with 1.9M reactions from patents (1976-2016) Given the product [CH:1]1([CH2:4][O:5][C:6]2[CH:7]=[CH:8][C:9]([CH2:12][CH2:13][C:14]3[CH:23]=[CH:22][C:17]([CH2:18][OH:19])=[C:16]([O:24][CH2:25][O:26][CH3:27])[CH:15]=3)=[CH:10][CH:11]=2)[CH2:3][CH2:2]1, predict the reactants needed to synthesize it. The reactants are: [CH:1]1([CH2:4][O:5][C:6]2[CH:11]=[CH:10][C:9]([CH2:12][CH2:13][C:14]3[CH:23]=[CH:22][C:17]([C:18](OC)=[O:19])=[C:16]([O:24][CH2:25][O:26][CH3:27])[CH:15]=3)=[CH:8][CH:7]=2)[CH2:3][CH2:2]1.[H-].[Al+3].[Li+].[H-].[H-].[H-].O.[OH-].[Na+].